Dataset: NCI-60 drug combinations with 297,098 pairs across 59 cell lines. Task: Regression. Given two drug SMILES strings and cell line genomic features, predict the synergy score measuring deviation from expected non-interaction effect. (1) Drug 1: C1=NC(=NC(=O)N1C2C(C(C(O2)CO)O)O)N. Drug 2: C1=CC=C(C=C1)NC(=O)CCCCCCC(=O)NO. Cell line: LOX IMVI. Synergy scores: CSS=30.9, Synergy_ZIP=-4.78, Synergy_Bliss=-0.339, Synergy_Loewe=-2.06, Synergy_HSA=1.73. (2) Drug 2: CN(C(=O)NC(C=O)C(C(C(CO)O)O)O)N=O. Cell line: PC-3. Synergy scores: CSS=18.4, Synergy_ZIP=-2.26, Synergy_Bliss=-2.58, Synergy_Loewe=-16.5, Synergy_HSA=-1.81. Drug 1: C1=NC2=C(N1)C(=S)N=C(N2)N. (3) Drug 1: CC(C)NC(=O)C1=CC=C(C=C1)CNNC.Cl. Cell line: A549. Drug 2: C(CCl)NC(=O)N(CCCl)N=O. Synergy scores: CSS=1.98, Synergy_ZIP=-1.33, Synergy_Bliss=-2.70, Synergy_Loewe=-2.10, Synergy_HSA=-1.78. (4) Drug 1: CC1=C(C=C(C=C1)NC(=O)C2=CC=C(C=C2)CN3CCN(CC3)C)NC4=NC=CC(=N4)C5=CN=CC=C5. Drug 2: C1C(C(OC1N2C=NC3=C2NC=NCC3O)CO)O. Cell line: PC-3. Synergy scores: CSS=-0.970, Synergy_ZIP=0.640, Synergy_Bliss=-0.0375, Synergy_Loewe=-0.918, Synergy_HSA=-0.925. (5) Cell line: UACC-257. Drug 1: C1CN1P(=S)(N2CC2)N3CC3. Drug 2: C1=CC=C(C(=C1)C(C2=CC=C(C=C2)Cl)C(Cl)Cl)Cl. Synergy scores: CSS=3.08, Synergy_ZIP=-0.133, Synergy_Bliss=0.0263, Synergy_Loewe=-2.79, Synergy_HSA=-0.857. (6) Drug 1: C1CCN(CC1)CCOC2=CC=C(C=C2)C(=O)C3=C(SC4=C3C=CC(=C4)O)C5=CC=C(C=C5)O. Drug 2: CC1C(C(CC(O1)OC2CC(OC(C2O)C)OC3=CC4=CC5=C(C(=O)C(C(C5)C(C(=O)C(C(C)O)O)OC)OC6CC(C(C(O6)C)O)OC7CC(C(C(O7)C)O)OC8CC(C(C(O8)C)O)(C)O)C(=C4C(=C3C)O)O)O)O. Cell line: SK-MEL-28. Synergy scores: CSS=49.9, Synergy_ZIP=7.77, Synergy_Bliss=8.38, Synergy_Loewe=-33.4, Synergy_HSA=1.39.